From a dataset of Reaction yield outcomes from USPTO patents with 853,638 reactions. Predict the reaction yield, written as a fraction of the theoretical maximum amount of product (1.0 means a 100% yield; for example, 0.34 means a 34% yield). (1) The reactants are Cl.[Cl:2][C:3]1[CH:22]=[CH:21][C:6]([CH2:7][C:8]2[CH:20]=[CH:19][C:11]([O:12][CH2:13][C@@H:14]3[CH2:18][CH2:17][CH2:16][NH:15]3)=[CH:10][CH:9]=2)=[CH:5][CH:4]=1.C(=O)([O-])[O-].[K+].[K+].Br[CH2:30][CH2:31][CH2:32][C:33]([O:35][CH3:36])=[O:34]. The catalyst is CN(C=O)C.O.C(OCC)(=O)C. The product is [CH3:36][O:35][C:33](=[O:34])[CH2:32][CH2:31][CH2:30][N:15]1[CH2:16][CH2:17][CH2:18][C@H:14]1[CH2:13][O:12][C:11]1[CH:19]=[CH:20][C:8]([CH2:7][C:6]2[CH:21]=[CH:22][C:3]([Cl:2])=[CH:4][CH:5]=2)=[CH:9][CH:10]=1. The yield is 0.690. (2) The reactants are [NH2:1][C:2]1[CH:3]=[C:4]([C:8]2[N:13]3[N:14]=[CH:15][C:16]([C:17]([C:19]4[S:20][CH:21]=[CH:22][CH:23]=4)=[O:18])=[C:12]3[N:11]=[CH:10][CH:9]=2)[CH:5]=[CH:6][CH:7]=1.[C:24]1(=[O:30])[O:29][C:27](=[O:28])[CH2:26][CH2:25]1. The catalyst is O1CCOCC1.CCOCC. The product is [O:30]=[C:24]([NH:1][C:2]1[CH:7]=[CH:6][CH:5]=[C:4]([C:8]2[N:13]3[N:14]=[CH:15][C:16]([C:17]([C:19]4[S:20][CH:21]=[CH:22][CH:23]=4)=[O:18])=[C:12]3[N:11]=[CH:10][CH:9]=2)[CH:3]=1)[CH2:25][CH2:26][C:27]([OH:29])=[O:28]. The yield is 0.820. (3) The reactants are Cl[C:2]1[N:7]=[C:6]([NH:8][C:9]([C:11]2([C:14]3[CH:24]=[CH:23][C:17]4[O:18][C:19]([F:22])([F:21])[O:20][C:16]=4[CH:15]=3)[CH2:13][CH2:12]2)=[O:10])[CH:5]=[CH:4][C:3]=1[CH3:25].[CH3:26][O:27][C:28]1[C:33]([N+:34]([O-:36])=[O:35])=[CH:32][C:31](B2OC(C)(C)C(C)(C)O2)=[CH:30][N:29]=1.C(=O)([O-])[O-].[Na+].[Na+]. The catalyst is COCCOC.C1C=CC([P]([Pd]([P](C2C=CC=CC=2)(C2C=CC=CC=2)C2C=CC=CC=2)([P](C2C=CC=CC=2)(C2C=CC=CC=2)C2C=CC=CC=2)[P](C2C=CC=CC=2)(C2C=CC=CC=2)C2C=CC=CC=2)(C2C=CC=CC=2)C2C=CC=CC=2)=CC=1. The product is [F:21][C:19]1([F:22])[O:18][C:17]2[CH:23]=[CH:24][C:14]([C:11]3([C:9]([NH:8][C:6]4[N:7]=[C:2]([C:31]5[CH:30]=[N:29][C:28]([O:27][CH3:26])=[C:33]([N+:34]([O-:36])=[O:35])[CH:32]=5)[C:3]([CH3:25])=[CH:4][CH:5]=4)=[O:10])[CH2:13][CH2:12]3)=[CH:15][C:16]=2[O:20]1. The yield is 0.500. (4) The reactants are [Br:1][C:2]1[CH:8]=[CH:7][C:5]([NH2:6])=[CH:4][C:3]=1[F:9].[S-:10][C:11]#[N:12].[NH4+].BrBr. The catalyst is CC(O)=O. The product is [Br:1][C:2]1[C:3]([F:9])=[CH:4][C:5]2[N:6]=[C:11]([NH2:12])[S:10][C:7]=2[CH:8]=1. The yield is 0.570. (5) The reactants are [NH2:1][C:2]1[S:6][C:5]2[CH2:7][CH2:8][CH2:9][CH2:10][C:4]=2[C:3]=1[C:11]([C:13]1[O:14][CH:15]=[CH:16][CH:17]=1)=[O:12].C(N(CC)CC)C.[C:25](Cl)(=[O:27])[CH3:26]. The catalyst is ClCCl. The product is [O:14]1[CH:15]=[CH:16][CH:17]=[C:13]1[C:11]([C:3]1[C:4]2[CH2:10][CH2:9][CH2:8][CH2:7][C:5]=2[S:6][C:2]=1[NH:1][C:25](=[O:27])[CH3:26])=[O:12]. The yield is 0.690. (6) The reactants are Cl[C:2]1[C:11]([C:12]([OH:14])=[O:13])=[CH:10][C:9]2[C:4](=[CH:5][CH:6]=[C:7]([Cl:15])[CH:8]=2)[N:3]=1.[NH2:16][C@H:17]([C:26]([OH:28])=[O:27])[CH2:18][C:19]1[CH:24]=[CH:23][C:22]([OH:25])=[CH:21][CH:20]=1. No catalyst specified. The product is [C:26]([C@@H:17]([NH:16][C:2]1[C:11]([C:12]([OH:14])=[O:13])=[CH:10][C:9]2[C:4](=[CH:5][CH:6]=[C:7]([Cl:15])[CH:8]=2)[N:3]=1)[CH2:18][C:19]1[CH:24]=[CH:23][C:22]([OH:25])=[CH:21][CH:20]=1)([OH:28])=[O:27]. The yield is 0.710.